This data is from NCI-60 drug combinations with 297,098 pairs across 59 cell lines. The task is: Regression. Given two drug SMILES strings and cell line genomic features, predict the synergy score measuring deviation from expected non-interaction effect. (1) Drug 1: CC1CCC2CC(C(=CC=CC=CC(CC(C(=O)C(C(C(=CC(C(=O)CC(OC(=O)C3CCCCN3C(=O)C(=O)C1(O2)O)C(C)CC4CCC(C(C4)OC)O)C)C)O)OC)C)C)C)OC. Drug 2: CS(=O)(=O)OCCCCOS(=O)(=O)C. Cell line: SN12C. Synergy scores: CSS=5.88, Synergy_ZIP=-7.49, Synergy_Bliss=-3.03, Synergy_Loewe=-2.39, Synergy_HSA=-1.18. (2) Drug 1: C1=CN(C(=O)N=C1N)C2C(C(C(O2)CO)O)O.Cl. Drug 2: C1C(C(OC1N2C=NC3=C(N=C(N=C32)Cl)N)CO)O. Cell line: HOP-62. Synergy scores: CSS=72.2, Synergy_ZIP=6.37, Synergy_Bliss=7.29, Synergy_Loewe=-11.5, Synergy_HSA=7.07. (3) Drug 1: COC1=C2C(=CC3=C1OC=C3)C=CC(=O)O2. Drug 2: CC1C(C(CC(O1)OC2CC(CC3=C2C(=C4C(=C3O)C(=O)C5=CC=CC=C5C4=O)O)(C(=O)C)O)N)O. Cell line: OVCAR3. Synergy scores: CSS=33.8, Synergy_ZIP=-3.59, Synergy_Bliss=-8.98, Synergy_Loewe=-13.5, Synergy_HSA=-8.83. (4) Drug 1: CC1=C2C(C(=O)C3(C(CC4C(C3C(C(C2(C)C)(CC1OC(=O)C(C(C5=CC=CC=C5)NC(=O)OC(C)(C)C)O)O)OC(=O)C6=CC=CC=C6)(CO4)OC(=O)C)OC)C)OC. Drug 2: C1C(C(OC1N2C=NC3=C2NC=NCC3O)CO)O. Cell line: 786-0. Synergy scores: CSS=62.4, Synergy_ZIP=7.64, Synergy_Bliss=7.25, Synergy_Loewe=5.43, Synergy_HSA=9.12. (5) Drug 1: CC12CCC3C(C1CCC2=O)CC(=C)C4=CC(=O)C=CC34C. Drug 2: CC1C(C(CC(O1)OC2CC(OC(C2O)C)OC3=CC4=CC5=C(C(=O)C(C(C5)C(C(=O)C(C(C)O)O)OC)OC6CC(C(C(O6)C)O)OC7CC(C(C(O7)C)O)OC8CC(C(C(O8)C)O)(C)O)C(=C4C(=C3C)O)O)O)O. Cell line: OVCAR-5. Synergy scores: CSS=49.1, Synergy_ZIP=3.16, Synergy_Bliss=6.26, Synergy_Loewe=6.52, Synergy_HSA=6.19. (6) Drug 1: CC12CCC3C(C1CCC2=O)CC(=C)C4=CC(=O)C=CC34C. Drug 2: C(CCl)NC(=O)N(CCCl)N=O. Cell line: HOP-92. Synergy scores: CSS=33.3, Synergy_ZIP=-1.86, Synergy_Bliss=-0.191, Synergy_Loewe=-3.04, Synergy_HSA=-0.157.